This data is from hERG Central: cardiac toxicity at 1µM, 10µM, and general inhibition. The task is: Predict hERG channel inhibition at various concentrations. (1) The drug is Cc1ccc(-n2c(C)nnc2SCC(=O)N2CCc3ccccc3C2)cc1. Results: hERG_inhib (hERG inhibition (general)): blocker. (2) The drug is COc1ccccc1NC(=O)N(CCN1CCCC1)Cc1cc2cc(C)ccc2[nH]c1=O. Results: hERG_inhib (hERG inhibition (general)): blocker. (3) The compound is O=C(CN1CCN(S(=O)(=O)c2ccc(Br)cc2)CC1)Nc1ccc(F)cc1. Results: hERG_inhib (hERG inhibition (general)): blocker. (4) Results: hERG_inhib (hERG inhibition (general)): blocker. The drug is CC1CCN(S(=O)(=O)c2cc(F)ccc2CN2C(=O)c3cccnc3C2=O)CC1. (5) The drug is O=C(Nc1c(C(=O)N2CCC(N3CCCCC3)CC2)oc2ccccc12)c1ccc(F)cc1. Results: hERG_inhib (hERG inhibition (general)): blocker.